This data is from Full USPTO retrosynthesis dataset with 1.9M reactions from patents (1976-2016). The task is: Predict the reactants needed to synthesize the given product. (1) Given the product [F:1][C:2]([F:7])([F:6])[C:3]([OH:5])=[O:4].[CH2:8]([CH:10]1[NH:11][CH2:12][CH:13]([CH3:17])[NH:14][C:15]1=[O:16])[CH3:9], predict the reactants needed to synthesize it. The reactants are: [F:1][C:2]([F:7])([F:6])[C:3]([OH:5])=[O:4].[CH2:8]([CH:10]1[C:15](=[O:16])[NH:14][CH:13]([CH3:17])[CH2:12][N:11]1C(OC(C)(C)C)=O)[CH3:9]. (2) Given the product [CH3:11][N:12]([CH3:19])[CH:13]1[CH2:18][CH2:17][N:16]([C:2]2[CH:7]=[CH:6][C:5]([N+:8]([O-:10])=[O:9])=[CH:4][CH:3]=2)[CH2:15][CH2:14]1, predict the reactants needed to synthesize it. The reactants are: F[C:2]1[CH:7]=[CH:6][C:5]([N+:8]([O-:10])=[O:9])=[CH:4][CH:3]=1.[CH3:11][N:12]([CH3:19])[CH:13]1[CH2:18][CH2:17][NH:16][CH2:15][CH2:14]1.CCN(C(C)C)C(C)C. (3) Given the product [CH3:25][O:22][N:21]([CH3:20])[C:16]([CH:14]1[CH2:15][CH:13]1[CH2:12][C:9]1[CH:10]=[C:11]2[C:6](=[CH:7][CH:8]=1)[NH:5][CH:4]=[C:3]2[C:1]#[N:2])=[O:18], predict the reactants needed to synthesize it. The reactants are: [C:1]([C:3]1[C:11]2[C:6](=[CH:7][CH:8]=[C:9]([CH2:12][CH:13]3[CH2:15][CH:14]3[C:16]([OH:18])=O)[CH:10]=2)[NH:5][CH:4]=1)#[N:2].Cl.[CH3:20][N:21](C)[OH:22].Cl.[CH3:25]N(C)CCCN=C=NCC.C(N(CC)CC)C. (4) Given the product [CH:3]([C:6]1[S:7][CH:8]=[C:9]([C:11]([N:13]2[CH2:18][C:17]3([CH2:19][CH2:20][NH:21][CH2:22][CH2:23]3)[O:16][CH2:15][CH2:14]2)=[O:12])[N:10]=1)([CH3:5])[CH3:4].[CH3:23][CH:17]1[CH2:19][CH2:20][CH2:15][O:16]1, predict the reactants needed to synthesize it. The reactants are: Cl.Cl.[CH:3]([C:6]1[S:7][CH:8]=[C:9]([C:11]([N:13]2[CH2:18][C:17]3([CH2:23][CH2:22][NH:21][CH2:20][CH2:19]3)[O:16][CH2:15][CH2:14]2)=[O:12])[N:10]=1)([CH3:5])[CH3:4].[OH-].[Na+]. (5) Given the product [Cl:32][CH2:33][CH2:34][CH2:35][S:36]([N:22]1[CH2:23][CH2:24][CH:19]([C:10]2[C:9]3[C:13](=[C:14]([C:16]([NH2:18])=[O:17])[CH:15]=[C:7]([C:1]4[CH:2]=[CH:3][CH:4]=[CH:5][CH:6]=4)[CH:8]=3)[NH:12][CH:11]=2)[CH2:20][CH2:21]1)(=[O:38])=[O:37], predict the reactants needed to synthesize it. The reactants are: [C:1]1([C:7]2[CH:8]=[C:9]3[C:13](=[C:14]([C:16]([NH2:18])=[O:17])[CH:15]=2)[NH:12][CH:11]=[C:10]3[CH:19]2[CH2:24][CH2:23][NH:22][CH2:21][CH2:20]2)[CH:6]=[CH:5][CH:4]=[CH:3][CH:2]=1.C(N(CC)CC)C.[Cl:32][CH2:33][CH2:34][CH2:35][S:36](Cl)(=[O:38])=[O:37].